From a dataset of Full USPTO retrosynthesis dataset with 1.9M reactions from patents (1976-2016). Predict the reactants needed to synthesize the given product. (1) Given the product [F:1][C:2]1[CH:7]=[CH:6][C:5]([C:28]#[C:27][C:25]2[S:24][N:23]=[C:22]([CH3:21])[CH:26]=2)=[CH:4][C:3]=1[C@:9]1([CH3:20])[CH2:14][C@@H:13]([C:15]([F:18])([F:17])[F:16])[O:12][C:11]([NH2:19])=[N:10]1, predict the reactants needed to synthesize it. The reactants are: [F:1][C:2]1[CH:7]=[CH:6][C:5](I)=[CH:4][C:3]=1[C@:9]1([CH3:20])[CH2:14][C@@H:13]([C:15]([F:18])([F:17])[F:16])[O:12][C:11]([NH2:19])=[N:10]1.[CH3:21][C:22]1[CH:26]=[C:25]([C:27]#[C:28][Si](C)(C)C)[S:24][N:23]=1. (2) The reactants are: [C:1]([N:5]1[C:9](=[O:10])[C:8](Cl)=[C:7]([C:12]2[CH:17]=[CH:16][CH:15]=[CH:14][CH:13]=2)[S:6]1(=[O:19])=[O:18])([CH3:4])([CH3:3])[CH3:2].Cl.Cl.[N:22]1[CH:27]=[CH:26][CH:25]=[CH:24][C:23]=1[N:28]1[CH2:33][CH2:32][CH:31]([NH2:34])[CH2:30][CH2:29]1. Given the product [C:1]([N:5]1[C:9](=[O:10])[C:8]([NH:34][CH:31]2[CH2:32][CH2:33][N:28]([C:23]3[CH:24]=[CH:25][CH:26]=[CH:27][N:22]=3)[CH2:29][CH2:30]2)=[C:7]([C:12]2[CH:17]=[CH:16][CH:15]=[CH:14][CH:13]=2)[S:6]1(=[O:19])=[O:18])([CH3:4])([CH3:3])[CH3:2], predict the reactants needed to synthesize it. (3) Given the product [Br:11][CH2:21][CH2:22][C:23]1[CH:24]=[C:6]([CH3:7])[N:2]([CH3:1])[N:3]=1, predict the reactants needed to synthesize it. The reactants are: [CH3:1][N:2]1[C:6]([CH3:7])=CC(CO)=[N:3]1.P(Br)(Br)[Br:11].C(=O)([O-])[O-].[Na+].[Na+].O1[CH2:24][CH2:23][CH2:22][CH2:21]1. (4) Given the product [C:25]([O:29][C:30]([NH:32][CH2:33][C:34]([NH:6][C:7]1[CH:8]=[N:9][N:10]2[CH2:15][CH2:14][CH2:13][NH:12][C:11]=12)=[O:35])=[O:31])([CH3:28])([CH3:27])[CH3:26], predict the reactants needed to synthesize it. The reactants are: S(=O)(=O)(O)O.[NH2:6][C:7]1[CH:8]=[N:9][N:10]2[CH2:15][CH2:14][CH2:13][NH:12][C:11]=12.C(N(C(C)C)C(C)C)C.[C:25]([O:29][C:30]([NH:32][CH2:33][C:34](ON1C(=O)CCC1=O)=[O:35])=[O:31])([CH3:28])([CH3:27])[CH3:26]. (5) Given the product [Cl:6][C:7]1[CH:8]=[C:9]([C@@H:13]2[C@@H:18]([C:19]3[CH:20]=[CH:21][C:22]([Cl:25])=[CH:23][CH:24]=3)[N:17]([C@@H:26]([CH2:35][CH3:36])[CH2:27][N:28]3[CH2:32][CH2:31][CH2:30][S:29]3(=[O:34])=[O:33])[C:16](=[O:37])[C@@:15]([CH2:38][C:39]3[CH:44]=[CH:43][CH:42]=[C:41]([O:45][CH3:46])[N:40]=3)([CH3:1])[CH2:14]2)[CH:10]=[CH:11][CH:12]=1, predict the reactants needed to synthesize it. The reactants are: [CH:1]([Li])(CC)C.[Cl:6][C:7]1[CH:8]=[C:9]([C@@H:13]2[C@@H:18]([C:19]3[CH:24]=[CH:23][C:22]([Cl:25])=[CH:21][CH:20]=3)[N:17]([C@@H:26]([CH2:35][CH3:36])[CH2:27][N:28]3[CH2:32][CH2:31][CH2:30][S:29]3(=[O:34])=[O:33])[C:16](=[O:37])[C@H:15]([CH2:38][C:39]3[CH:44]=[CH:43][CH:42]=[C:41]([O:45][CH3:46])[N:40]=3)[CH2:14]2)[CH:10]=[CH:11][CH:12]=1.IC.C(=O)(O)[O-].[Na+]. (6) Given the product [CH2:17]([C:12]1[CH:13]=[CH:14][CH:15]=[CH:16][C:11]=1[NH:10][C:8]([C:3]1[C:4]([CH3:7])=[N:5][S:6][C:2]=1[NH:1][C:20]1[CH:25]=[N:24][CH:23]=[CH:22][N:21]=1)=[O:9])[CH3:18], predict the reactants needed to synthesize it. The reactants are: [NH2:1][C:2]1[S:6][N:5]=[C:4]([CH3:7])[C:3]=1[C:8]([NH:10][C:11]1[CH:16]=[CH:15][CH:14]=[CH:13][C:12]=1[CH2:17][CH3:18])=[O:9].Cl[C:20]1[CH:25]=[N:24][CH:23]=[CH:22][N:21]=1.C(=O)([O-])[O-].[Cs+].[Cs+].CC1(C)C2C(=C(P(C3C=CC=CC=3)C3C=CC=CC=3)C=CC=2)OC2C(P(C3C=CC=CC=3)C3C=CC=CC=3)=CC=CC1=2.